Dataset: Full USPTO retrosynthesis dataset with 1.9M reactions from patents (1976-2016). Task: Predict the reactants needed to synthesize the given product. (1) The reactants are: C([N:5]1[C:9]2=[N:10][CH:11]=[N:12][C:13]([NH2:14])=[C:8]2[C:7]([C:15]2[CH:20]=[CH:19][C:18]([O:21][C:22]3[CH:27]=[CH:26][CH:25]=[CH:24][CH:23]=3)=[CH:17][CH:16]=2)=[N:6]1)(C)(C)C. Given the product [O:21]([C:18]1[CH:19]=[CH:20][C:15]([C:7]2[C:8]3[C:9](=[N:10][CH:11]=[N:12][C:13]=3[NH2:14])[NH:5][N:6]=2)=[CH:16][CH:17]=1)[C:22]1[CH:27]=[CH:26][CH:25]=[CH:24][CH:23]=1, predict the reactants needed to synthesize it. (2) Given the product [C:1]1([C:7]2[CH:8]=[CH:9][C:10]([C:23]([O:25][CH3:26])=[O:24])=[N:11][C:12]=2[C:13]2[CH:18]=[CH:17][C:16]([C:19]([F:21])([F:22])[F:20])=[CH:15][CH:14]=2)[CH:2]=[CH:3][CH:4]=[CH:5][CH:6]=1, predict the reactants needed to synthesize it. The reactants are: [C:1]1([C:7]2[CH:8]=[CH:9][C:10]([C:23]([O:25][CH2:26]C)=[O:24])=[N:11][C:12]=2[C:13]2[CH:18]=[CH:17][C:16]([C:19]([F:22])([F:21])[F:20])=[CH:15][CH:14]=2)[CH:6]=[CH:5][CH:4]=[CH:3][CH:2]=1.